Dataset: Peptide-MHC class I binding affinity with 185,985 pairs from IEDB/IMGT. Task: Regression. Given a peptide amino acid sequence and an MHC pseudo amino acid sequence, predict their binding affinity value. This is MHC class I binding data. (1) The peptide sequence is ANFPGLAKV. The MHC is HLA-A68:01 with pseudo-sequence HLA-A68:01. The binding affinity (normalized) is 0.0355. (2) The peptide sequence is LMMRTTWAL. The MHC is HLA-A02:06 with pseudo-sequence HLA-A02:06. The binding affinity (normalized) is 0.807. (3) The peptide sequence is SLAADLEKL. The MHC is HLA-A02:03 with pseudo-sequence HLA-A02:03. The binding affinity (normalized) is 0.826.